The task is: Predict the reactants needed to synthesize the given product.. This data is from Full USPTO retrosynthesis dataset with 1.9M reactions from patents (1976-2016). (1) The reactants are: CC([O-])(C)C.[K+].[C:7]([O:11][C:12]([N:14]1[CH2:19][CH2:18][CH:17]([CH2:20][CH2:21][O:22]S(C)(=O)=O)[CH2:16][CH2:15]1)=[O:13])([CH3:10])([CH3:9])[CH3:8].[O:27]1[C:35]2[CH:34]=[CH:33][N:32]=[CH:31][C:30]=2[CH:29]=[C:28]1[CH2:36]O. Given the product [C:7]([O:11][C:12]([N:14]1[CH2:19][CH2:18][CH:17]([CH2:20][CH2:21][O:22][CH2:36][C:28]2[O:27][C:35]3[CH:34]=[CH:33][N:32]=[CH:31][C:30]=3[CH:29]=2)[CH2:16][CH2:15]1)=[O:13])([CH3:10])([CH3:9])[CH3:8], predict the reactants needed to synthesize it. (2) Given the product [CH3:30][O:29][C:23]1[CH:28]=[CH:27][C:26]([C:20](=[O:21])[CH2:19][C:16]2[CH:17]=[CH:18][C:13]([O:12][CH2:11][C:2]3[CH:3]=[CH:4][C:5]4[C:10](=[CH:9][CH:8]=[CH:7][CH:6]=4)[N:1]=3)=[CH:14][CH:15]=2)=[CH:25][CH:24]=1, predict the reactants needed to synthesize it. The reactants are: [N:1]1[C:10]2[C:5](=[CH:6][CH:7]=[CH:8][CH:9]=2)[CH:4]=[CH:3][C:2]=1[CH2:11][O:12][C:13]1[CH:18]=[CH:17][C:16]([CH2:19][C:20](Cl)=[O:21])=[CH:15][CH:14]=1.[C:23]1([O:29][CH3:30])[CH:28]=[CH:27][CH:26]=[CH:25][CH:24]=1. (3) Given the product [CH3:8][C:4]1[CH:5]=[CH:6][CH:7]=[C:2]([CH3:1])[C:3]=1[CH2:9][S:10]([C:13]1[CH:14]=[C:15]2[C:19](=[CH:20][CH:21]=1)[NH:18][C:17](=[O:22])/[C:16]/2=[CH:23]\[C:24]1[NH:28][C:27]([CH3:29])=[C:26]([C:30]([N:39]2[CH2:38][C@H:37]([CH3:41])[NH:36][C@H:35]([CH3:34])[CH2:40]2)=[O:32])[C:25]=1[CH3:33])(=[O:11])=[O:12], predict the reactants needed to synthesize it. The reactants are: [CH3:1][C:2]1[CH:7]=[CH:6][CH:5]=[C:4]([CH3:8])[C:3]=1[CH2:9][S:10]([C:13]1[CH:14]=[C:15]2[C:19](=[CH:20][CH:21]=1)[NH:18][C:17](=[O:22])/[C:16]/2=[CH:23]\[C:24]1[NH:28][C:27]([CH3:29])=[C:26]([C:30]([OH:32])=O)[C:25]=1[CH3:33])(=[O:12])=[O:11].[CH3:34][C@@H:35]1[CH2:40][NH:39][CH2:38][C@H:37]([CH3:41])[NH:36]1.C1C=CC2N(O)N=NC=2C=1.CCN=C=NCCCN(C)C.Cl. (4) Given the product [Cl:31][C:27]1[CH:28]=[CH:29][CH:30]=[C:25]([Cl:24])[C:26]=1[C:32]1[C:36]([CH2:37][O:1][C:2]2[CH:3]=[C:4]3[C:9](=[CH:10][CH:11]=2)[C:8]([NH:12][C:13]2[CH:14]=[C:15]([CH:21]=[CH:22][CH:23]=2)[C:16]([O:18][CH2:19][CH3:20])=[O:17])=[CH:7][CH:6]=[CH:5]3)=[C:35]([CH:39]([CH3:41])[CH3:40])[O:34][N:33]=1, predict the reactants needed to synthesize it. The reactants are: [OH:1][C:2]1[CH:3]=[C:4]2[C:9](=[CH:10][CH:11]=1)[C:8]([NH:12][C:13]1[CH:14]=[C:15]([CH:21]=[CH:22][CH:23]=1)[C:16]([O:18][CH2:19][CH3:20])=[O:17])=[CH:7][CH:6]=[CH:5]2.[Cl:24][C:25]1[CH:30]=[CH:29][CH:28]=[C:27]([Cl:31])[C:26]=1[C:32]1[C:36]([CH2:37]O)=[C:35]([CH:39]([CH3:41])[CH3:40])[O:34][N:33]=1.C1(P(C2C=CC=CC=2)C2C=CC=CC=2)C=CC=CC=1.N(C(OC(C)C)=O)=NC(OC(C)C)=O. (5) Given the product [CH3:12][CH:13]([CH3:14])[C:4](=[O:5])[CH2:6][C:7]([O:9][C:2]([CH3:1])([CH3:10])[CH3:17])=[O:8], predict the reactants needed to synthesize it. The reactants are: [CH3:1][C:2]1([CH3:10])[O:9][C:7](=[O:8])[CH2:6][C:4](=[O:5])O1.N1C=C[CH:14]=[CH:13][CH:12]=1.[C:17](Cl)(=O)C(C)C. (6) Given the product [CH3:7][N:6]1[CH2:20][CH2:21][N:1]([C:2]2[CH:10]=[CH:9][CH:8]=[C:7]3[C:3]=2[CH:4]=[CH:5][NH:6]3)[CH2:4][CH2:5]1, predict the reactants needed to synthesize it. The reactants are: [NH2:1][C:2]1[CH:10]=[CH:9][CH:8]=[C:7]2[C:3]=1[CH:4]=[CH:5][NH:6]2.C(=O)([O-])[O-].[Na+].[Na+].Cl.C(O)C[CH2:20][CH3:21]. (7) Given the product [CH3:53][O:54][C:37]([C@@H:22]1[CH2:23][C@H:24]([N:11]2[N:12]=[N:13][C:9]([C:3]3[CH:4]=[CH:5][C:6]([F:8])=[CH:7][C:2]=3[F:1])=[N:10]2)[CH2:25][N:21]1[C:19]([O:18][C:14]([CH3:15])([CH3:16])[CH3:17])=[O:20])=[O:38], predict the reactants needed to synthesize it. The reactants are: [F:1][C:2]1[CH:7]=[C:6]([F:8])[CH:5]=[CH:4][C:3]=1[C:9]1[NH:13][N:12]=[N:11][N:10]=1.[C:14]([O:18][C:19]([N:21]1[CH2:25][C@H:24](OS(C2C=CC(C)=CC=2)(=O)=O)[CH2:23][C@H:22]1[C:37](N1CCN(C2C=CC=CC=2C#N)CC1)=[O:38])=[O:20])([CH3:17])([CH3:16])[CH3:15].[C:53](=O)([O-])[O-:54].[Na+].[Na+]. (8) The reactants are: Cl[C:2]1[C:7]([CH2:8][CH2:9][OH:10])=[C:6]([N:11]([C:19]2[CH:24]=[CH:23][C:22]([O:25][CH2:26][CH3:27])=[CH:21][CH:20]=2)[C:12](=[O:18])[O:13][C:14]([CH3:17])([CH3:16])[CH3:15])[N:5]2[N:28]=[CH:29][CH:30]=[C:4]2[N:3]=1.[NH2:31][C@H:32]1[CH2:37][CH2:36][CH2:35][N:34]([C:38]([O:40][C:41]([CH3:44])([CH3:43])[CH3:42])=[O:39])[CH2:33]1.Cl. Given the product [C:14]([O:13][C:12]([N:11]([C:19]1[CH:24]=[CH:23][C:22]([O:25][CH2:26][CH3:27])=[CH:21][CH:20]=1)[C:6]1[N:5]2[N:28]=[CH:29][CH:30]=[C:4]2[N:3]=[C:2]([NH:31][C@H:32]2[CH2:37][CH2:36][CH2:35][N:34]([C:38]([O:40][C:41]([CH3:44])([CH3:43])[CH3:42])=[O:39])[CH2:33]2)[C:7]=1[CH2:8][CH2:9][OH:10])=[O:18])([CH3:17])([CH3:16])[CH3:15], predict the reactants needed to synthesize it. (9) Given the product [Cl:3][C:14]1[CH2:15][CH2:16][N:12]([C:10](=[O:11])[C:9]2[CH:18]=[CH:19][CH:20]=[C:7]([F:6])[CH:8]=2)[N:13]=1, predict the reactants needed to synthesize it. The reactants are: P(Cl)(Cl)([Cl:3])=O.[F:6][C:7]1[CH:8]=[C:9]([CH:18]=[CH:19][CH:20]=1)[C:10]([N:12]1[CH2:16][CH2:15][C:14](=O)[NH:13]1)=[O:11].